From a dataset of Forward reaction prediction with 1.9M reactions from USPTO patents (1976-2016). Predict the product of the given reaction. (1) Given the reactants [C:1]([C:3]1[C:4]([N:18]2[CH2:23][CH2:22][NH:21][CH2:20][CH2:19]2)=[N:5][C:6]([C:14]([F:17])([F:16])[F:15])=[C:7]([CH:13]=1)[C:8]([O:10][CH2:11][CH3:12])=[O:9])#[N:2].[Br:24][C:25]1[CH:30]=[CH:29][CH:28]=[C:27]([N:31]=[C:32]=[O:33])[CH:26]=1, predict the reaction product. The product is: [Br:24][C:25]1[CH:26]=[C:27]([NH:31][C:32]([N:21]2[CH2:22][CH2:23][N:18]([C:4]3[C:3]([C:1]#[N:2])=[CH:13][C:7]([C:8]([O:10][CH2:11][CH3:12])=[O:9])=[C:6]([C:14]([F:15])([F:17])[F:16])[N:5]=3)[CH2:19][CH2:20]2)=[O:33])[CH:28]=[CH:29][CH:30]=1. (2) Given the reactants [CH:1]([NH:4][CH:5]([CH3:7])C)([CH3:3])C.[Li]CCCC.[CH3:13][C:14]1[CH2:19][CH2:18][CH2:17][CH2:16][N:15]=1.CSC1CCCN=1, predict the reaction product. The product is: [N:4]1[CH2:1][CH2:3][CH2:7][C:5]=1[CH:13]=[C:14]1[CH2:19][CH2:18][CH2:17][CH2:16][NH:15]1. (3) Given the reactants [O:1]1[C:5]2[CH:6]=[CH:7][CH:8]=[CH:9][C:4]=2[N:3]=[C:2]1[NH:10][C@@H:11]([CH2:15][CH:16]1[CH2:21][CH2:20][CH2:19][CH2:18][CH2:17]1)[C:12]([OH:14])=O.[CH3:22][O:23][C:24]1[CH:29]=[CH:28][C:27]([NH:30][CH2:31][CH2:32][NH2:33])=[CH:26][CH:25]=1.CCN(C(C)C)C(C)C.CN(C(ON1N=NC2C=CC=NC1=2)=[N+](C)C)C.F[P-](F)(F)(F)(F)F, predict the reaction product. The product is: [O:1]1[C:5]2[CH:6]=[CH:7][CH:8]=[CH:9][C:4]=2[N:3]=[C:2]1[NH:10][C@@H:11]([CH2:15][CH:16]1[CH2:21][CH2:20][CH2:19][CH2:18][CH2:17]1)[C:12]([NH:33][CH2:32][CH2:31][NH:30][C:27]1[CH:28]=[CH:29][C:24]([O:23][CH3:22])=[CH:25][CH:26]=1)=[O:14].